From a dataset of Reaction yield outcomes from USPTO patents with 853,638 reactions. Predict the reaction yield, written as a fraction of the theoretical maximum amount of product (1.0 means a 100% yield; for example, 0.34 means a 34% yield). (1) The reactants are [CH2:1]1[N:6]2[CH2:7][N:8]3[CH2:10][N:4]([CH2:5]2)[CH2:3][N:2]1[CH2:9]3.[Cl:11][C:12]1[S:13][C:14]([CH2:17]Cl)=[CH:15][CH:16]=1. The catalyst is C(Cl)(Cl)Cl. The product is [Cl:11][C:12]1[S:13][C:14]([CH2:17][CH:1]2[N:6]3[CH2:5][N:4]4[CH2:10][N:8]([CH2:9][N:2]2[CH2:3]4)[CH2:7]3)=[CH:15][CH:16]=1. The yield is 0.880. (2) The reactants are [Br:1][C:2]1[CH:7]=[CH:6][C:5]([CH3:8])=[CH:4][N:3]=1.Br[N:10]1C(=O)CCC1=O.N(C(CC)(C)C#N)=NC(CC)(C)C#N.N(C(C)(C)C#N)=NC(C)(C)C#N.BrC1C=CC(CBr)=CN=1.C1N2CN3CN(C2)CN1C3. The catalyst is ClCCCl.C(Cl)(Cl)Cl. The product is [Br:1][C:2]1[N:3]=[CH:4][C:5]([CH2:8][NH2:10])=[CH:6][CH:7]=1. The yield is 0.400.